Dataset: Forward reaction prediction with 1.9M reactions from USPTO patents (1976-2016). Task: Predict the product of the given reaction. The product is: [Cl:1][C:2]1[CH:3]=[C:4]2[C:9](=[CH:10][CH:11]=1)[C@:8]([CH2:17][O:18][C:19]1[CH:31]=[CH:30][C:22]([C:23]([O:25][C:26]([CH3:29])([CH3:28])[CH3:27])=[O:24])=[CH:21][C:20]=1[N+:32]([O-:34])=[O:33])([CH:12]=[O:13])[CH2:7][CH2:6][CH2:5]2. Given the reactants [Cl:1][C:2]1[CH:3]=[C:4]2[C:9](=[CH:10][CH:11]=1)[C@:8]([CH2:17][O:18][C:19]1[CH:31]=[CH:30][C:22]([C:23]([O:25][C:26]([CH3:29])([CH3:28])[CH3:27])=[O:24])=[CH:21][C:20]=1[N+:32]([O-:34])=[O:33])([CH:12](OC)[O:13]C)[CH2:7][CH2:6][CH2:5]2.O=C(C=C(C)C)C, predict the reaction product.